From a dataset of Catalyst prediction with 721,799 reactions and 888 catalyst types from USPTO. Predict which catalyst facilitates the given reaction. (1) Reactant: S(S([O-])=O)([O-])=O.[Na+].[Na+].[Cl:9][C:10]1[CH:11]=[CH:12][C:13]([S:31]([CH2:34][CH3:35])(=[O:33])=[O:32])=[C:14]([CH:30]=1)[NH:15][N:16]1[C:25](=[O:26])[C:24]2[C:19](=[CH:20][CH:21]=[C:22]([N+:27]([O-])=O)[CH:23]=2)[N:18]=[CH:17]1.O.C(OCC)(=O)C. Product: [NH2:27][C:22]1[CH:23]=[C:24]2[C:19](=[CH:20][CH:21]=1)[N:18]=[CH:17][N:16]([NH:15][C:14]1[CH:30]=[C:10]([Cl:9])[CH:11]=[CH:12][C:13]=1[S:31]([CH2:34][CH3:35])(=[O:33])=[O:32])[C:25]2=[O:26]. The catalyst class is: 20. (2) Reactant: [F:1][C@@:2]([CH:17]1[CH2:22][CH2:21][N:20](C(OC(C)(C)C)=O)[CH2:19][CH2:18]1)([S:4]([C:7]1[N:11]([CH3:12])[N:10]=[C:9]([C:13]([F:16])([F:15])[F:14])[CH:8]=1)(=[O:6])=[O:5])[CH3:3].[ClH:30]. Product: [ClH:30].[F:1][C@@:2]([CH:17]1[CH2:18][CH2:19][NH:20][CH2:21][CH2:22]1)([S:4]([C:7]1[N:11]([CH3:12])[N:10]=[C:9]([C:13]([F:14])([F:15])[F:16])[CH:8]=1)(=[O:6])=[O:5])[CH3:3]. The catalyst class is: 61.